From a dataset of Forward reaction prediction with 1.9M reactions from USPTO patents (1976-2016). Predict the product of the given reaction. Given the reactants [Cl:1][C:2]1[CH:10]=[C:9]2[C:5]([C:6]([C:15]([N:17]3[CH2:22][CH2:21][CH:20]([C:23]4[CH:28]=[CH:27][CH:26]=[CH:25][C:24]=4[F:29])[CH2:19][CH2:18]3)=[O:16])=[CH:7][N:8]2[CH2:11][C:12](O)=[O:13])=[CH:4][CH:3]=1.C(O[C:35](=O)[N:36]([CH2:38][CH2:39][NH2:40])C)(C)(C)C.Cl, predict the reaction product. The product is: [ClH:1].[Cl:1][C:2]1[CH:10]=[C:9]2[C:5]([C:6]([C:15]([N:17]3[CH2:22][CH2:21][CH:20]([C:23]4[CH:28]=[CH:27][CH:26]=[CH:25][C:24]=4[F:29])[CH2:19][CH2:18]3)=[O:16])=[CH:7][N:8]2[CH2:11][C:12]([NH:40][CH2:39][CH2:38][NH:36][CH3:35])=[O:13])=[CH:4][CH:3]=1.